From a dataset of Forward reaction prediction with 1.9M reactions from USPTO patents (1976-2016). Predict the product of the given reaction. (1) Given the reactants Cl.CN(C)CCCN=C=NCC.[CH:13]1([C:19]2[C:20]3[CH:21]=[CH:22][C:23]([C:39](O)=[O:40])=[CH:24][C:25]=3[N:26]3[CH2:32][C@H:31]([OH:33])[C@H:30]([OH:34])[C:29]4[CH:35]=[CH:36][CH:37]=[CH:38][C:28]=4[C:27]=23)[CH2:18][CH2:17][CH2:16][CH2:15][CH2:14]1.[CH3:42][N:43]([CH3:48])[S:44]([NH2:47])(=[O:46])=[O:45], predict the reaction product. The product is: [CH:13]1([C:19]2[C:20]3[CH:21]=[CH:22][C:23]([C:39]([NH:47][S:44]([N:43]([CH3:48])[CH3:42])(=[O:46])=[O:45])=[O:40])=[CH:24][C:25]=3[N:26]3[CH2:32][C@H:31]([OH:33])[C@H:30]([OH:34])[C:29]4[CH:35]=[CH:36][CH:37]=[CH:38][C:28]=4[C:27]=23)[CH2:18][CH2:17][CH2:16][CH2:15][CH2:14]1. (2) Given the reactants I[C:2]1[C:7]([CH3:8])=[CH:6][N:5]=[C:4]([O:9][CH3:10])[C:3]=1[CH3:11].C([Li])CCC.[B:17](OC(C)C)([O:22]C(C)C)[O:18]C(C)C.O, predict the reaction product. The product is: [CH3:10][O:9][C:4]1[C:3]([CH3:11])=[C:2]([B:17]([OH:22])[OH:18])[C:7]([CH3:8])=[CH:6][N:5]=1.